Dataset: Forward reaction prediction with 1.9M reactions from USPTO patents (1976-2016). Task: Predict the product of the given reaction. (1) Given the reactants Br[C:2]1[CH:3]=[C:4]2[C@@:15]3([CH2:19][O:18][C:17]([NH2:20])=[N:16]3)[C:14]3[CH:13]=[C:12](Cl)[N:11]=[C:10]([F:22])[C:9]=3[O:8][C:5]2=[CH:6][CH:7]=1.[F:23][C:24]1[C:29](B(O)O)=[CH:28][CH:27]=[CH:26][N:25]=1.Cl.[F:34][C:35]1([F:40])[CH2:39][CH2:38][NH:37][CH2:36]1, predict the reaction product. The product is: [F:34][C:35]1([F:40])[CH2:39][CH2:38][N:37]([C:12]2[N:11]=[C:10]([F:22])[C:9]3[O:8][C:5]4[C:4]([C@@:15]5([CH2:19][O:18][C:17]([NH2:20])=[N:16]5)[C:14]=3[CH:13]=2)=[CH:3][C:2]([C:29]2[C:24]([F:23])=[N:25][CH:26]=[CH:27][CH:28]=2)=[CH:7][CH:6]=4)[CH2:36]1. (2) Given the reactants [CH3:1][O:2][C:3]1[CH:4]=[C:5]([NH:11][C:12]([NH:14][C:15]2[CH:25]=[CH:24][C:18]([O:19][CH2:20][C:21](O)=[O:22])=[C:17]([C:26](=[O:29])[CH2:27][CH3:28])[CH:16]=2)=[O:13])[CH:6]=[CH:7][C:8]=1[O:9][CH3:10].ON1C2C=CC=CC=2N=N1.Cl.C(N=C=NCCCN(C)C)C.[NH2:52][CH:53]([C:60]1[CH:65]=[CH:64][CH:63]=[CH:62][CH:61]=1)[C:54]1[CH:59]=[CH:58][CH:57]=[CH:56][CH:55]=1, predict the reaction product. The product is: [CH:53]([NH:52][C:21](=[O:22])[CH2:20][O:19][C:18]1[CH:24]=[CH:25][C:15]([NH:14][C:12]([NH:11][C:5]2[CH:6]=[CH:7][C:8]([O:9][CH3:10])=[C:3]([O:2][CH3:1])[CH:4]=2)=[O:13])=[CH:16][C:17]=1[C:26](=[O:29])[CH2:27][CH3:28])([C:60]1[CH:61]=[CH:62][CH:63]=[CH:64][CH:65]=1)[C:54]1[CH:59]=[CH:58][CH:57]=[CH:56][CH:55]=1. (3) Given the reactants [C:1]([O:5][C:6](=[O:39])[C@@H:7]([NH:13][C:14]([NH:16][C@@H:17]([CH2:25][CH2:26][CH2:27][CH2:28][NH:29][C:30](=[O:38])[C:31]1[CH:36]=[CH:35][CH:34]=[C:33]([I:37])[CH:32]=1)[C:18]([O:20][C:21]([CH3:24])([CH3:23])[CH3:22])=[O:19])=[O:15])[CH2:8][CH2:9][C:10]([OH:12])=O)([CH3:4])([CH3:3])[CH3:2].NCC[C:43]1[CH:48]=[CH:47][C:46]([S:49]([NH2:52])(=[O:51])=[O:50])=[CH:45][CH:44]=1.C[N:54](C(ON1N=NC2C=CC=NC1=2)=[N+](C)C)C.F[P-](F)(F)(F)(F)F.CCN(C(C)C)C(C)C, predict the reaction product. The product is: [C:1]([O:5][C:6](=[O:39])[C@@H:7]([NH:13][C:14](=[O:15])[NH:16][C@@H:17]([CH2:25][CH2:26][CH2:27][CH2:28][NH:29][C:30](=[O:38])[C:31]1[CH:36]=[CH:35][CH:34]=[C:33]([I:37])[CH:32]=1)[C:18]([O:20][C:21]([CH3:22])([CH3:24])[CH3:23])=[O:19])[CH2:8][CH2:9][C:10](=[O:12])[NH:54][C:43]1[CH:48]=[CH:47][C:46]([S:49](=[O:51])(=[O:50])[NH2:52])=[CH:45][CH:44]=1)([CH3:3])([CH3:4])[CH3:2]. (4) Given the reactants [CH3:1][C:2]1[CH:16]=[CH:15][C:5]([C:6]([NH:8][C:9]2[CH:14]=[CH:13][CH:12]=[CH:11][CH:10]=2)=[O:7])=[C:4]([N+:17]([O-])=O)[CH:3]=1.[NH4+].[Cl-], predict the reaction product. The product is: [NH2:17][C:4]1[CH:3]=[C:2]([CH3:1])[CH:16]=[CH:15][C:5]=1[C:6]([NH:8][C:9]1[CH:14]=[CH:13][CH:12]=[CH:11][CH:10]=1)=[O:7]. (5) The product is: [CH2:6]([O:8][C:9](=[O:19])[C:10]1[CH:15]=[C:14]([F:16])[C:13]([S:3][CH2:1][CH3:2])=[N:12][C:11]=1[Cl:18])[CH3:7]. Given the reactants [CH2:1]([SH:3])[CH3:2].[H-].[Na+].[CH2:6]([O:8][C:9](=[O:19])[C:10]1[CH:15]=[C:14]([F:16])[C:13](Cl)=[N:12][C:11]=1[Cl:18])[CH3:7].O, predict the reaction product. (6) Given the reactants [Cl:1][C:2]1[C:3]([NH:8][NH2:9])=[N:4][CH:5]=[CH:6][CH:7]=1.[O-]CC.[Na+].[C:14](OCC)(=[O:22])/[CH:15]=[CH:16]\[C:17]([O:19][CH2:20][CH3:21])=[O:18].Cl, predict the reaction product. The product is: [Cl:1][C:2]1[C:3]([N:8]2[CH:16]([C:17]([O:19][CH2:20][CH3:21])=[O:18])[CH2:15][C:14](=[O:22])[NH:9]2)=[N:4][CH:5]=[CH:6][CH:7]=1. (7) Given the reactants O[CH2:2][C:3]1[C:16]([N+:17]([O-:19])=[O:18])=[CH:15][C:6]([O:7][CH2:8][CH2:9][CH2:10][C:11]([O:13][CH3:14])=[O:12])=[C:5]([O:20][CH3:21])[CH:4]=1.P(Br)(Br)[Br:23], predict the reaction product. The product is: [Br:23][CH2:2][C:3]1[C:16]([N+:17]([O-:19])=[O:18])=[CH:15][C:6]([O:7][CH2:8][CH2:9][CH2:10][C:11]([O:13][CH3:14])=[O:12])=[C:5]([O:20][CH3:21])[CH:4]=1. (8) Given the reactants [NH2:1][C:2]1[CH:7]=[CH:6][C:5]([N:8]2[C:14](=[O:15])[CH2:13][C:12](=[O:16])[NH:11][C:10]3[C:17]4[C:22]([CH:23]=[CH:24][C:9]2=3)=[CH:21][CH:20]=[CH:19][CH:18]=4)=[CH:4][C:3]=1[O:25][CH3:26].[CH3:27][C:28]1[C:36]([CH3:37])=[CH:35][CH:34]=[CH:33][C:29]=1[C:30](Cl)=[O:31], predict the reaction product. The product is: [CH3:27][C:28]1[C:36]([CH3:37])=[CH:35][CH:34]=[CH:33][C:29]=1[C:30]([NH:1][C:2]1[CH:7]=[CH:6][C:5]([N:8]2[C:14](=[O:15])[CH2:13][C:12](=[O:16])[NH:11][C:10]3[C:17]4[C:22]([CH:23]=[CH:24][C:9]2=3)=[CH:21][CH:20]=[CH:19][CH:18]=4)=[CH:4][C:3]=1[O:25][CH3:26])=[O:31]. (9) Given the reactants [F:1][CH:2]([F:22])[C:3]1[CH:4]=[C:5](B(O)O)[CH:6]=[N:7][C:8]=1[N:9]1[CH2:14][CH2:13][CH:12]([C:15]([OH:18])([CH3:17])[CH3:16])[CH2:11][CH2:10]1.Br[C:24]1[C:33]2[C:28](=[CH:29][C:30]([O:36][CH3:37])=[C:31]([O:34][CH3:35])[CH:32]=2)[N:27]=[N:26][CH:25]=1.O1CCOCC1.C(=O)([O-])[O-].[Cs+].[Cs+], predict the reaction product. The product is: [F:1][CH:2]([F:22])[C:3]1[C:8]([N:9]2[CH2:14][CH2:13][CH:12]([C:15]([OH:18])([CH3:17])[CH3:16])[CH2:11][CH2:10]2)=[N:7][CH:6]=[C:5]([C:24]2[C:33]3[C:28](=[CH:29][C:30]([O:36][CH3:37])=[C:31]([O:34][CH3:35])[CH:32]=3)[N:27]=[N:26][CH:25]=2)[CH:4]=1.